Task: Predict the product of the given reaction.. Dataset: Forward reaction prediction with 1.9M reactions from USPTO patents (1976-2016) (1) Given the reactants [Cl:1][C:2]1[C:3](=[O:23])[N:4]([CH2:11][CH2:12][C:13]2[CH:22]=[CH:21][C:16]([C:17]([O:19][CH3:20])=[O:18])=[CH:15][CH:14]=2)[C:5]([CH3:10])=[C:6]([CH:8]=[CH2:9])[CH:7]=1, predict the reaction product. The product is: [Cl:1][C:2]1[C:3](=[O:23])[N:4]([CH2:11][CH2:12][C:13]2[CH:14]=[CH:15][C:16]([C:17]([O:19][CH3:20])=[O:18])=[CH:21][CH:22]=2)[C:5]([CH3:10])=[C:6]([CH2:8][CH3:9])[CH:7]=1. (2) Given the reactants [F:1][C:2]1[CH:7]=[CH:6][C:5]([C@H:8]([CH2:28][CH:29]=O)[CH2:9][N:10]([CH3:27])[C:11](=[O:26])[C:12]2[CH:17]=[C:16]([C:18]([F:21])([F:20])[F:19])[CH:15]=[C:14]([C:22]([F:25])([F:24])[F:23])[CH:13]=2)=[CH:4][CH:3]=1.Cl.Cl.[NH:33]1[CH2:36][CH:35]([N:37]2[CH2:42][CH2:41][CH:40]([F:43])[CH2:39][CH2:38]2)[CH2:34]1.C(N(CC)CC)C.C([BH3-])#N.[Na+], predict the reaction product. The product is: [F:1][C:2]1[CH:7]=[CH:6][C:5]([C@H:8]([CH2:28][CH2:29][N:33]2[CH2:36][CH:35]([N:37]3[CH2:42][CH2:41][CH:40]([F:43])[CH2:39][CH2:38]3)[CH2:34]2)[CH2:9][N:10]([CH3:27])[C:11](=[O:26])[C:12]2[CH:17]=[C:16]([C:18]([F:21])([F:20])[F:19])[CH:15]=[C:14]([C:22]([F:25])([F:24])[F:23])[CH:13]=2)=[CH:4][CH:3]=1. (3) The product is: [Br:1][C:2]1[CH:7]=[CH:6][CH:5]=[CH:4][C:3]=1[CH2:8][CH2:9][C:10]([NH2:19])=[O:12]. Given the reactants [Br:1][C:2]1[CH:7]=[CH:6][CH:5]=[CH:4][C:3]=1[CH2:8][CH2:9][C:10]([OH:12])=O.C(Cl)(=O)C(Cl)=O.[NH3:19].C1OCCOC1, predict the reaction product. (4) Given the reactants [Cl:1][C:2]1[CH:7]=[CH:6][C:5]([C:8]2[N:12]([CH2:13][CH3:14])[C:11]([C:15]([C:27]3[CH:32]=[CH:31][CH:30]=[C:29]([C:33]([F:36])([F:35])[F:34])[CH:28]=3)([C:17]3[CH:22]=[CH:21][CH:20]=[C:19]([C:23]([F:26])([F:25])[F:24])[CH:18]=3)[OH:16])=[N:10][C:9]=2[C:37]2[CH:42]=[CH:41][N:40]=[CH:39][CH:38]=2)=[CH:4][CH:3]=1.[CH2:43](O)[CH2:44][OH:45].S(=O)(=O)(O)O.C(=O)([O-])[O-].[Na+].[Na+], predict the reaction product. The product is: [Cl:1][C:2]1[CH:7]=[CH:6][C:5]([C:8]2[N:12]([CH2:13][CH3:14])[C:11]([C:15]([C:17]3[CH:22]=[CH:21][CH:20]=[C:19]([C:23]([F:26])([F:25])[F:24])[CH:18]=3)([C:27]3[CH:32]=[CH:31][CH:30]=[C:29]([C:33]([F:36])([F:35])[F:34])[CH:28]=3)[O:16][CH2:43][CH2:44][OH:45])=[N:10][C:9]=2[C:37]2[CH:38]=[CH:39][N:40]=[CH:41][CH:42]=2)=[CH:4][CH:3]=1. (5) Given the reactants [N:1]([CH2:4][C@@H:5]([NH:8][C:9](=[O:15])[O:10][C:11]([CH3:14])([CH3:13])[CH3:12])[CH2:6][CH3:7])=[N+]=[N-], predict the reaction product. The product is: [NH2:1][CH2:4][C@@H:5]([NH:8][C:9](=[O:15])[O:10][C:11]([CH3:14])([CH3:13])[CH3:12])[CH2:6][CH3:7]. (6) The product is: [N:4]1[CH:5]=[CH:6][CH:7]=[CH:8][C:3]=1[CH2:2][O:1][C:15]1[N:20]=[C:19]([NH:21][CH2:22][C:23]2[CH:28]=[CH:27][C:26]([O:29][CH3:30])=[C:25]([Cl:31])[CH:24]=2)[C:18]([C:32]([O:34][CH2:35][CH3:36])=[O:33])=[CH:17][N:16]=1. Given the reactants [OH:1][CH2:2][C:3]1[CH:8]=[CH:7][CH:6]=[CH:5][N:4]=1.[H-].[Na+].CS([C:15]1[N:20]=[C:19]([NH:21][CH2:22][C:23]2[CH:28]=[CH:27][C:26]([O:29][CH3:30])=[C:25]([Cl:31])[CH:24]=2)[C:18]([C:32]([O:34][CH2:35][CH3:36])=[O:33])=[CH:17][N:16]=1)(=O)=O, predict the reaction product. (7) Given the reactants [F:1][C:2]1[CH:24]=[CH:23][C:5]([C:6]([N:8]2[CH2:13][CH2:12][CH:11]([C:14](=[O:22])[C:15]3[CH:20]=[CH:19][C:18]([F:21])=[CH:17][CH:16]=3)[CH2:10][CH2:9]2)=[O:7])=[CH:4][CH:3]=1.[CH2:25]1COCC1.CI, predict the reaction product. The product is: [F:1][C:2]1[CH:3]=[CH:4][C:5]([C:6]([N:8]2[CH2:9][CH2:10][C:11]([C:14](=[O:22])[C:15]3[CH:16]=[CH:17][C:18]([F:21])=[CH:19][CH:20]=3)([CH3:25])[CH2:12][CH2:13]2)=[O:7])=[CH:23][CH:24]=1.